Dataset: NCI-60 drug combinations with 297,098 pairs across 59 cell lines. Task: Regression. Given two drug SMILES strings and cell line genomic features, predict the synergy score measuring deviation from expected non-interaction effect. (1) Drug 1: C1=CN(C=N1)CC(O)(P(=O)(O)O)P(=O)(O)O. Synergy scores: CSS=2.79, Synergy_ZIP=-0.812, Synergy_Bliss=-1.49, Synergy_Loewe=-3.30, Synergy_HSA=-2.25. Drug 2: CC(C)(C#N)C1=CC(=CC(=C1)CN2C=NC=N2)C(C)(C)C#N. Cell line: SK-MEL-28. (2) Drug 1: COC1=C2C(=CC3=C1OC=C3)C=CC(=O)O2. Drug 2: CC(C)CN1C=NC2=C1C3=CC=CC=C3N=C2N. Cell line: HL-60(TB). Synergy scores: CSS=10.2, Synergy_ZIP=-1.18, Synergy_Bliss=3.68, Synergy_Loewe=2.64, Synergy_HSA=0.851. (3) Drug 1: C1CN1P(=S)(N2CC2)N3CC3. Drug 2: CC1CCCC2(C(O2)CC(NC(=O)CC(C(C(=O)C(C1O)C)(C)C)O)C(=CC3=CSC(=N3)C)C)C. Cell line: 786-0. Synergy scores: CSS=54.6, Synergy_ZIP=4.85, Synergy_Bliss=4.21, Synergy_Loewe=-11.6, Synergy_HSA=5.74. (4) Drug 1: COC1=C(C=C2C(=C1)N=CN=C2NC3=CC(=C(C=C3)F)Cl)OCCCN4CCOCC4. Drug 2: CN(CC1=CN=C2C(=N1)C(=NC(=N2)N)N)C3=CC=C(C=C3)C(=O)NC(CCC(=O)O)C(=O)O. Cell line: UACC62. Synergy scores: CSS=26.0, Synergy_ZIP=-3.92, Synergy_Bliss=-1.37, Synergy_Loewe=2.90, Synergy_HSA=4.62. (5) Drug 1: CC1=C(C=C(C=C1)NC(=O)C2=CC=C(C=C2)CN3CCN(CC3)C)NC4=NC=CC(=N4)C5=CN=CC=C5. Drug 2: C1=CC=C(C=C1)NC(=O)CCCCCCC(=O)NO. Cell line: A549. Synergy scores: CSS=-6.79, Synergy_ZIP=0.101, Synergy_Bliss=-1.34, Synergy_Loewe=-19.6, Synergy_HSA=-10.9.